Dataset: Full USPTO retrosynthesis dataset with 1.9M reactions from patents (1976-2016). Task: Predict the reactants needed to synthesize the given product. (1) Given the product [Br:19][CH2:20][CH2:21][CH2:22][CH2:23][CH2:24][C:25]([NH:1][C:2]1[CH:11]=[CH:10][CH:9]=[C:8]2[C:3]=1[CH:4]=[CH:5][CH:6]=[N:7]2)=[O:26], predict the reactants needed to synthesize it. The reactants are: [NH2:1][C:2]1[CH:11]=[CH:10][CH:9]=[C:8]2[C:3]=1[CH:4]=[CH:5][CH:6]=[N:7]2.C(N(CC)CC)C.[Br:19][CH2:20][CH2:21][CH2:22][CH2:23][CH2:24][C:25](Cl)=[O:26].O. (2) The reactants are: Cl.O1CCOCC1.[CH2:8]([O:10][C:11]1[CH:12]=[C:13]([C:17]2[CH:22]=[CH:21][C:20]([CH2:23][CH:24]([NH:43][S:44]([C:47]3[CH:52]=[CH:51][CH:50]=[CH:49][N:48]=3)(=[O:46])=[O:45])[C:25]3[N:30]=[C:29]([NH:31][CH2:32][C:33]([O:35]C(OC(C)(C)C)=O)=[O:34])[CH:28]=[CH:27][CH:26]=3)=[CH:19][CH:18]=2)[CH:14]=[CH:15][CH:16]=1)[CH3:9]. Given the product [CH2:8]([O:10][C:11]1[CH:12]=[C:13]([C:17]2[CH:22]=[CH:21][C:20]([CH2:23][CH:24]([NH:43][S:44]([C:47]3[CH:52]=[CH:51][CH:50]=[CH:49][N:48]=3)(=[O:45])=[O:46])[C:25]3[N:30]=[C:29]([NH:31][CH2:32][C:33]([OH:35])=[O:34])[CH:28]=[CH:27][CH:26]=3)=[CH:19][CH:18]=2)[CH:14]=[CH:15][CH:16]=1)[CH3:9], predict the reactants needed to synthesize it.